Dataset: Forward reaction prediction with 1.9M reactions from USPTO patents (1976-2016). Task: Predict the product of the given reaction. (1) Given the reactants [Cl:1][C:2]1[CH:7]=[CH:6][C:5]([Cl:8])=[CH:4][N:3]=1.C([N-]C(C)C)(C)C.[Li+].[I:17]I.S([O-])([O-])(=O)=S.[Na+].[Na+], predict the reaction product. The product is: [Cl:1][C:2]1[CH:7]=[C:6]([I:17])[C:5]([Cl:8])=[CH:4][N:3]=1. (2) The product is: [C:23]([O:22][C:20]([NH:19][C:16]1[CH:17]=[CH:18][C:13]([C:11]2[N:10]([C:27]3[CH:28]=[N:29][CH:30]=[CH:31][CH:32]=3)[N:9]=[C:8]([C:6]([OH:7])=[O:5])[CH:12]=2)=[N:14][CH:15]=1)=[O:21])([CH3:26])([CH3:24])[CH3:25]. Given the reactants [OH-].[Na+].C([O:5][C:6]([C:8]1[CH:12]=[C:11]([C:13]2[CH:18]=[CH:17][C:16]([NH:19][C:20]([O:22][C:23]([CH3:26])([CH3:25])[CH3:24])=[O:21])=[CH:15][N:14]=2)[N:10]([C:27]2[CH:28]=[N:29][CH:30]=[CH:31][CH:32]=2)[N:9]=1)=[O:7])C, predict the reaction product.